This data is from Forward reaction prediction with 1.9M reactions from USPTO patents (1976-2016). The task is: Predict the product of the given reaction. (1) Given the reactants C(OC(=O)[NH:6][C:7]1[CH:12]=[CH:11][C:10]([F:13])=[C:9]([C:14]2[N:15]=[C:16]([C:26]([CH3:29])([CH3:28])[CH3:27])[S:17][C:18]=2[C:19]2[CH:24]=[CH:23][N:22]=[C:21]([Cl:25])[N:20]=2)[CH:8]=1)C=C.CC(O)=O.C([SnH](CCCC)CCCC)CCC, predict the reaction product. The product is: [Cl:25][C:21]1[N:20]=[C:19]([C:18]2[S:17][C:16]([C:26]([CH3:29])([CH3:28])[CH3:27])=[N:15][C:14]=2[C:9]2[CH:8]=[C:7]([CH:12]=[CH:11][C:10]=2[F:13])[NH2:6])[CH:24]=[CH:23][N:22]=1. (2) Given the reactants Br.[CH2:2]([O:4][C:5]([C:7]1[C:12]([CH2:13][S:14][C:15](=N)N)=[N:11][CH:10]=[CH:9][N:8]=1)=[O:6])[CH3:3].[Cl:18][C:19]1[CH:26]=[CH:25][C:24]([C:27]([F:30])([F:29])[F:28])=[CH:23][C:20]=1CBr.C(=O)([O-])[O-].[K+].[K+], predict the reaction product. The product is: [CH2:2]([O:4][C:5]([C:7]1[C:12]([CH2:13][S:14][CH2:15][C:20]2[CH:23]=[C:24]([C:27]([F:29])([F:30])[F:28])[CH:25]=[CH:26][C:19]=2[Cl:18])=[N:11][CH:10]=[CH:9][N:8]=1)=[O:6])[CH3:3]. (3) Given the reactants [CH2:1]([C:3]1[CH:9]=[C:8]([CH3:10])[CH:7]=[C:6]([CH2:11][CH3:12])[C:4]=1N)[CH3:2].N([O-])=O.[Na+].S(=O)(=O)(O)N.[ClH:22], predict the reaction product. The product is: [CH2:1]([C:3]1[CH:9]=[C:8]([CH3:10])[CH:7]=[C:6]([CH2:11][CH3:12])[C:4]=1[Cl:22])[CH3:2]. (4) Given the reactants C(=O)([O-])[O-].[Na+].[Na+].CC1(C)C(C)(C)OB([C:15]2[CH:16]=[N:17][C:18]([NH2:21])=[N:19][CH:20]=2)O1.Br[C:24]1[CH:38]=[CH:37][C:27]([O:28][CH2:29][C:30]([N:32]2[CH2:36][CH2:35][CH2:34][CH2:33]2)=[O:31])=[CH:26][CH:25]=1, predict the reaction product. The product is: [O:31]=[C:30]([N:32]1[CH2:36][CH2:35][CH2:34][CH2:33]1)[CH2:29][O:28][C:27]1[CH:37]=[CH:38][C:24]([C:15]2[CH:20]=[N:19][C:18]([NH2:21])=[N:17][CH:16]=2)=[CH:25][CH:26]=1. (5) Given the reactants [NH2:1][C:2]([C:6]1[CH:11]=[C:10]([Br:12])[CH:9]=[CH:8][C:7]=1[F:13])([CH3:5])[CH2:3][OH:4].[CH3:14][C:15]([O:18][C:19](O[C:19]([O:18][C:15]([CH3:17])([CH3:16])[CH3:14])=[O:20])=[O:20])([CH3:17])[CH3:16].C([O-])(O)=O.[Na+], predict the reaction product. The product is: [C:15]([O:18][C:19](=[O:20])[NH:1][C:2]([C:6]1[CH:11]=[C:10]([Br:12])[CH:9]=[CH:8][C:7]=1[F:13])([CH3:5])[CH2:3][OH:4])([CH3:17])([CH3:16])[CH3:14]. (6) Given the reactants [Cl:1][C:2]1[CH:3]=[CH:4][C:5]([N+:10]([O-])=O)=[C:6]([O:8][CH3:9])[CH:7]=1.[CH2:13]([NH2:16])[CH2:14][NH2:15].C(N(C(C)C)CC)(C)C, predict the reaction product. The product is: [ClH:1].[ClH:1].[NH2:15][CH2:14][CH2:13][NH:16][C:2]1[CH:3]=[CH:4][C:5]([NH2:10])=[C:6]([O:8][CH3:9])[CH:7]=1. (7) Given the reactants [H-].[Na+].[CH2:3]([C:7]1[CH:8]=[C:9]([NH:22][C:23]([C:25]2[C:26]([CH3:32])=[N:27][N:28]([CH3:31])[C:29]=2[CH3:30])=[O:24])[CH:10]=[CH:11][C:12]=1[CH:13]([C:18]([F:21])([F:20])[F:19])[C:14]([F:17])([F:16])[F:15])[CH:4]([CH3:6])[CH3:5].[C:33](Cl)(=[O:35])[CH3:34].Cl, predict the reaction product. The product is: [C:33]([N:22]([C:9]1[CH:10]=[CH:11][C:12]([CH:13]([C:14]([F:17])([F:15])[F:16])[C:18]([F:19])([F:20])[F:21])=[C:7]([CH2:3][CH:4]([CH3:6])[CH3:5])[CH:8]=1)[C:23]([C:25]1[C:26]([CH3:32])=[N:27][N:28]([CH3:31])[C:29]=1[CH3:30])=[O:24])(=[O:35])[CH3:34]. (8) Given the reactants [Cl:1][CH2:2][C:3]1[C:4]([CH2:9]Cl)=[CH:5][CH:6]=[CH:7][CH:8]=1.[CH3:11][S:12]([O-:14])=[O:13].[Na+].CCOC(C)=O, predict the reaction product. The product is: [Cl:1][CH2:2][C:3]1[CH:8]=[CH:7][CH:6]=[CH:5][C:4]=1[CH2:9][S:12]([CH3:11])(=[O:14])=[O:13].